Dataset: Full USPTO retrosynthesis dataset with 1.9M reactions from patents (1976-2016). Task: Predict the reactants needed to synthesize the given product. (1) The reactants are: [Br:1][C:2]1[CH:3]=[C:4]([CH:8]=[CH:9][CH:10]=1)[C:5]([NH2:7])=S.C1(C)C=CC=CC=1.O.[NH2:19][NH2:20].[CH:21]1[C:34]2[C:33](=O)[C:32](=O)[C:31]3[C:26](=[CH:27][CH:28]=[CH:29][CH:30]=3)[C:25]=2[CH:24]=[CH:23][CH:22]=1. Given the product [Br:1][C:2]1[CH:3]=[C:4]([C:5]2[N:19]=[N:20][C:33]3[C:34]4[C:25]([C:26]5[C:31]([C:32]=3[N:7]=2)=[CH:30][CH:29]=[CH:28][CH:27]=5)=[CH:24][CH:23]=[CH:22][CH:21]=4)[CH:8]=[CH:9][CH:10]=1, predict the reactants needed to synthesize it. (2) Given the product [Cl:1][C:2]1[CH:7]=[CH:6][C:5]([OH:8])=[CH:4][C:3]=1[B:9]1[O:10][C:16]([CH3:18])([CH3:17])[C:13]([CH3:15])([CH3:14])[O:11]1, predict the reactants needed to synthesize it. The reactants are: [Cl:1][C:2]1[CH:7]=[CH:6][C:5]([OH:8])=[CH:4][C:3]=1[B:9]([OH:11])[OH:10].O[C:13]([C:16](O)([CH3:18])[CH3:17])([CH3:15])[CH3:14]. (3) Given the product [N:1]1([C:6]2[CH:7]=[CH:8][C:9]([CH2:12][C:13]([N:20]3[CH2:21][CH:16]4[CH2:22][CH:19]3[CH2:18][N:17]4[C:23]([O:25][CH2:26][C:27]3[CH:32]=[CH:31][CH:30]=[CH:29][CH:28]=3)=[O:24])=[O:15])=[CH:10][CH:11]=2)[CH:5]=[N:4][N:3]=[N:2]1, predict the reactants needed to synthesize it. The reactants are: [N:1]1([C:6]2[CH:11]=[CH:10][C:9]([CH2:12][C:13]([OH:15])=O)=[CH:8][CH:7]=2)[CH:5]=[N:4][N:3]=[N:2]1.[CH:16]12[CH2:22][CH:19]([NH:20][CH2:21]1)[CH2:18][N:17]2[C:23]([O:25][CH2:26][C:27]1[CH:32]=[CH:31][CH:30]=[CH:29][CH:28]=1)=[O:24].C(Cl)CCl.C(N(CC)CC)C. (4) Given the product [Cl:5][CH2:7][Cl:6].[CH3:13][OH:15].[NH3:11].[Cl:6][C:7]1[CH:8]=[C:9]([CH:12]=[C:13]([O:15][C:16]2[C:17]([CH3:28])=[N:18][NH:19][C:20]=2[CH2:21][N:22]2[CH2:23][CH2:24][N:25]([S:2]([CH3:1])(=[O:4])=[O:3])[CH2:26][CH2:27]2)[CH:14]=1)[C:10]#[N:11], predict the reactants needed to synthesize it. The reactants are: [CH3:1][S:2]([Cl:5])(=[O:4])=[O:3].[Cl:6][C:7]1[CH:8]=[C:9]([CH:12]=[C:13]([O:15][C:16]2[C:17]([CH3:28])=[N:18][NH:19][C:20]=2[CH2:21][N:22]2[CH2:27][CH2:26][NH:25][CH2:24][CH2:23]2)[CH:14]=1)[C:10]#[N:11].C(N(CC)CC)C. (5) The reactants are: [Cl:1][C:2]1[CH:3]=[C:4]2[C:9](=[CH:10][CH:11]=1)[N:8]=[C:7]([N:12]1[CH2:17][CH2:16][NH:15][CH2:14][CH2:13]1)[N:6]=[C:5]2[NH:18][NH2:19].Cl.[N:21]([O-])=O.[Na+]. Given the product [Cl:1][C:2]1[CH:11]=[CH:10][C:9]2[N:8]=[C:7]([N:12]3[CH2:17][CH2:16][NH:15][CH2:14][CH2:13]3)[N:6]3[N:21]=[N:19][N:18]=[C:5]3[C:4]=2[CH:3]=1, predict the reactants needed to synthesize it. (6) Given the product [ClH:29].[NH2:7][C@H:8]1[CH2:13][C@@H:12]([C:14]2[CH:19]=[CH:18][CH:17]=[C:16]([F:20])[C:15]=2[F:21])[CH2:11][N:10]([CH2:22][C:23]([F:26])([F:24])[F:25])[C:9]1=[O:27], predict the reactants needed to synthesize it. The reactants are: C(OC(=O)[NH:7][C@H:8]1[CH2:13][C@@H:12]([C:14]2[CH:19]=[CH:18][CH:17]=[C:16]([F:20])[C:15]=2[F:21])[CH2:11][N:10]([CH2:22][C:23]([F:26])([F:25])[F:24])[C:9]1=[O:27])(C)(C)C.[ClH:29]. (7) Given the product [CH3:1][C:2]1[CH:7]=[CH:6][N:5]=[CH:4][C:3]=1[N:8]1[CH2:12][CH2:11][N:10]([C:15]2[S:16][C:17]([C:20]([F:23])([F:22])[F:21])=[CH:18][CH:19]=2)[C:9]1=[O:13], predict the reactants needed to synthesize it. The reactants are: [CH3:1][C:2]1[CH:7]=[CH:6][N:5]=[CH:4][C:3]=1[N:8]1[CH2:12][CH2:11][NH:10][C:9]1=[O:13].Br[C:15]1[S:16][C:17]([C:20]([F:23])([F:22])[F:21])=[CH:18][CH:19]=1.N[C@@H]1CCCC[C@H]1N.P([O-])([O-])([O-])=O.[K+].[K+].[K+]. (8) Given the product [N+:3]([C:6]1[CH:7]=[C:8]([O:12][C:16](=[O:17])[N:15]([CH2:19][CH3:20])[CH2:13][CH3:14])[CH:9]=[CH:10][CH:11]=1)([O-:5])=[O:4], predict the reactants needed to synthesize it. The reactants are: [H-].[Na+].[N+:3]([C:6]1[CH:7]=[C:8]([OH:12])[CH:9]=[CH:10][CH:11]=1)([O-:5])=[O:4].[CH2:13]([N:15]([CH2:19][CH3:20])[C:16](Cl)=[O:17])[CH3:14].